This data is from Forward reaction prediction with 1.9M reactions from USPTO patents (1976-2016). The task is: Predict the product of the given reaction. (1) Given the reactants [Cl:1][C:2]1[CH:3]=[C:4]([C@@H:12]([CH2:31][CH:32]2[CH2:36][CH2:35][CH2:34][CH2:33]2)[C:13]([NH:15][C:16]2[CH:20]=[CH:19][N:18]([CH2:21][C:22]3[CH:30]=[CH:29][C:25]([C:26]([OH:28])=O)=[CH:24][CH:23]=3)[N:17]=2)=[O:14])[CH:5]=[CH:6][C:7]=1[S:8]([CH3:11])(=[O:10])=[O:9].C(Cl)(=O)C(Cl)=O.[N:43]1C(C)=CC=CC=1C, predict the reaction product. The product is: [Cl:1][C:2]1[CH:3]=[C:4]([CH:12]([CH2:31][CH:32]2[CH2:33][CH2:34][CH2:35][CH2:36]2)[C:13]([NH:15][C:16]2[CH:20]=[CH:19][N:18]([CH2:21][C:22]3[CH:30]=[CH:29][C:25]([C:26]([NH2:43])=[O:28])=[CH:24][CH:23]=3)[N:17]=2)=[O:14])[CH:5]=[CH:6][C:7]=1[S:8]([CH3:11])(=[O:10])=[O:9]. (2) Given the reactants O=P(Cl)(Cl)[Cl:3].Cl[CH2:7][C:8]([C:10]1[CH:15]=[CH:14][CH:13]=[CH:12][CH:11]=1)=O.[ClH:16].NO.C[N:20]([CH:22]=O)C, predict the reaction product. The product is: [Cl:16][C:8]([C:10]1[CH:15]=[CH:14][CH:13]=[CH:12][C:11]=1[Cl:3])=[CH:7][C:22]#[N:20]. (3) Given the reactants [Cl-].[Al+3].[Cl-].[Cl-].[O:5]=[C:6]([CH3:12])[CH2:7][CH2:8][C:9](Cl)=[O:10].Cl.[Cl:14][C:15]1[CH:20]=[CH:19][CH:18]=[CH:17][CH:16]=1, predict the reaction product. The product is: [Cl:14][C:15]1[CH:20]=[CH:19][C:18]([C:9](=[O:10])[CH2:8][CH2:7][C:6](=[O:5])[CH3:12])=[CH:17][CH:16]=1. (4) Given the reactants Br[C:2]1[CH:3]=[C:4]([CH2:12][CH3:13])[CH:5]=[C:6]2[C:11]=1[N:10]=[CH:9][CH:8]=[CH:7]2.[C:14]([O:18][C:19]([N:21]1[CH2:27][CH2:26][CH2:25][NH:24][CH2:23][CH2:22]1)=[O:20])([CH3:17])([CH3:16])[CH3:15].CC([O-])(C)C.[K+].CCOC(C)=O, predict the reaction product. The product is: [C:14]([O:18][C:19]([N:21]1[CH2:27][CH2:26][CH2:25][N:24]([C:2]2[CH:3]=[C:4]([CH2:12][CH3:13])[CH:5]=[C:6]3[C:11]=2[N:10]=[CH:9][CH:8]=[CH:7]3)[CH2:23][CH2:22]1)=[O:20])([CH3:17])([CH3:15])[CH3:16]. (5) Given the reactants [F:1][C:2]1([F:25])[O:24][C:5]2=[CH:6][CH:7]=[C:8]3[C:13]([N:12]=[C:11]([NH2:14])[N:10]4[N:15]=[C:16]([CH2:18][CH:19]5[CH2:23][CH2:22][NH:21][CH2:20]5)[N:17]=[C:9]34)=[C:4]2[O:3]1.[F:26][C:27]([F:32])([F:31])[CH2:28][CH2:29]I.C(=O)([O-])[O-].[K+].[K+].C(N(CC)C(C)C)(C)C, predict the reaction product. The product is: [F:25][C:2]1([F:1])[O:24][C:5]2=[CH:6][CH:7]=[C:8]3[C:13]([N:12]=[C:11]([NH2:14])[N:10]4[N:15]=[C:16]([CH2:18][CH:19]5[CH2:23][CH2:22][N:21]([CH2:29][CH2:28][C:27]([F:32])([F:31])[F:26])[CH2:20]5)[N:17]=[C:9]34)=[C:4]2[O:3]1.